The task is: Predict the reaction yield, written as a fraction of the theoretical maximum amount of product (1.0 means a 100% yield; for example, 0.34 means a 34% yield).. This data is from Reaction yield outcomes from USPTO patents with 853,638 reactions. (1) The reactants are [Br:1][C:2]1[CH:7]=[CH:6][C:5]([O:8][CH3:9])=[CH:4][C:3]=1[CH2:10]Br.[F:12][C:13]([F:23])([F:22])[C:14]1[CH:21]=[CH:20][C:17]([CH2:18][NH2:19])=[CH:16][CH:15]=1.C(N(CC)CC)C. The catalyst is CS(C)=O.C1COCC1. The product is [F:12][C:13]([F:22])([F:23])[C:14]1[CH:21]=[CH:20][C:17]([CH2:18][NH:19][CH2:10][C:3]2[CH:4]=[C:5]([O:8][CH3:9])[CH:6]=[CH:7][C:2]=2[Br:1])=[CH:16][CH:15]=1. The yield is 0.730. (2) The reactants are [CH3:1][C:2]1[CH:7]=[CH:6][CH:5]=[C:4]([CH3:8])[C:3]=1[SH:9].[H-].[Na+].[Cl:12][C:13]1[CH:18]=[C:17]([N+]([O-])=O)[CH:16]=[CH:15][N:14]=1. No catalyst specified. The product is [Cl:12][C:13]1[CH:18]=[C:17]([S:9][C:3]2[C:4]([CH3:8])=[CH:5][CH:6]=[CH:7][C:2]=2[CH3:1])[CH:16]=[CH:15][N:14]=1. The yield is 0.860. (3) The reactants are C(OC([N:6]1[C:34]2[C:29](=[CH:30][CH:31]=[C:32]([Cl:35])[CH:33]=2)[C:8]2([CH:13]([C:14]3[CH:19]=[CH:18][CH:17]=[C:16]([Cl:20])[CH:15]=3)[CH2:12][C:11](=[O:21])[NH:10][CH:9]2[C:22]2[CH:27]=[CH:26][CH:25]=[CH:24][C:23]=2[Cl:28])[C:7]1=[O:36])=O)C.[OH-].[Na+]. The catalyst is CO. The product is [Cl:35][C:32]1[CH:33]=[C:34]2[NH:6][C:7](=[O:36])[C:8]3([CH:13]([C:14]4[CH:19]=[CH:18][CH:17]=[C:16]([Cl:20])[CH:15]=4)[CH2:12][C:11](=[O:21])[NH:10][CH:9]3[C:22]3[CH:27]=[CH:26][CH:25]=[CH:24][C:23]=3[Cl:28])[C:29]2=[CH:30][CH:31]=1. The yield is 0.810. (4) The reactants are [CH2:1](N)[C:2]1[CH:7]=[CH:6][CH:5]=[CH:4][CH:3]=1.C([N:11](CC)CC)C.C[S:17](Cl)(=[O:19])=[O:18]. The catalyst is ClCCl. The product is [CH2:1]([S:17]([NH2:11])(=[O:19])=[O:18])[C:2]1[CH:7]=[CH:6][CH:5]=[CH:4][CH:3]=1. The yield is 0.780. (5) The reactants are FC(F)(F)S(O[C:7]1[CH:12]=[CH:11][C:10]([C:13]([C:24]2[CH:29]=[CH:28][C:27]([F:30])=[CH:26][CH:25]=2)=[C:14]2[CH2:19][C:18]([CH3:21])([CH3:20])[CH2:17][C:16]([CH3:23])([CH3:22])[CH2:15]2)=[CH:9][CH:8]=1)(=O)=O.C([O-])([O-])=O.[Na+].[Na+].[O:39]1[CH:43]=[CH:42][CH:41]=[C:40]1B(O)O. The catalyst is C1COCC1. The product is [F:30][C:27]1[CH:26]=[CH:25][C:24]([C:13](=[C:14]2[CH2:15][C:16]([CH3:22])([CH3:23])[CH2:17][C:18]([CH3:20])([CH3:21])[CH2:19]2)[C:10]2[CH:9]=[CH:8][C:7]([C:40]3[O:39][CH:43]=[CH:42][CH:41]=3)=[CH:12][CH:11]=2)=[CH:29][CH:28]=1. The yield is 0.810. (6) The reactants are [N+:1]([C:4]1[CH:9]=[CH:8][C:7]([NH2:10])=[CH:6][CH:5]=1)([O-:3])=[O:2].[Br:11]Br. The catalyst is CC(O)=O. The product is [Br:11][C:8]1[CH:9]=[C:4]([N+:1]([O-:3])=[O:2])[CH:5]=[CH:6][C:7]=1[NH2:10]. The yield is 0.720. (7) The reactants are C(N(CC)CC)C.[CH:8]([C:10]1[C:18]2[C:13](=[CH:14][CH:15]=[CH:16][CH:17]=2)[N:12](C(OC(C)(C)C)=O)[CH:11]=1)=[O:9].[CH3:26][O:27][C:28]1[CH:29]=[C:30]([CH:43]=[CH:44][CH:45]=1)[N:31]=[CH:32][C:33]1[CH:38]=[CH:37][C:36]([S:39]([CH3:42])(=[O:41])=[O:40])=[CH:35][CH:34]=1. The catalyst is [Cl-].C([N+]1C(C)=C(CCO)SC=1)C1C=CC=CC=1.C(O)C. The product is [NH:12]1[C:13]2[C:18](=[CH:17][CH:16]=[CH:15][CH:14]=2)[C:10]([C:8](=[O:9])[CH:32]([NH:31][C:30]2[CH:43]=[CH:44][CH:45]=[C:28]([O:27][CH3:26])[CH:29]=2)[C:33]2[CH:38]=[CH:37][C:36]([S:39]([CH3:42])(=[O:40])=[O:41])=[CH:35][CH:34]=2)=[CH:11]1. The yield is 0.100. (8) The reactants are [S:1]1[CH:5]=[C:4]([C:6]([OH:8])=[O:7])[N:3]=[CH:2]1.C(N1C=CN=C1)(N1C=CN=C1)=O.[C:21](O)([CH3:24])([CH3:23])[CH3:22].C1CCN2C(=NCCC2)CC1.Cl. The catalyst is CN(C=O)C.O. The product is [S:1]1[CH:5]=[C:4]([C:6]([O:8][C:21]([CH3:24])([CH3:23])[CH3:22])=[O:7])[N:3]=[CH:2]1. The yield is 0.470.